Dataset: Catalyst prediction with 721,799 reactions and 888 catalyst types from USPTO. Task: Predict which catalyst facilitates the given reaction. (1) Reactant: [Cl:1][C:2]1[N:7]=[C:6]([NH2:8])[N:5]=[C:4]([NH:9][CH:10]2[CH2:15][CH2:14][O:13][CH2:12][CH2:11]2)[C:3]=1[NH2:16].CN(C)[C:19](=O)[CH3:20].C(C(CC)(CC)C([O-])([O-])[O-])C. Product: [Cl:1][C:2]1[N:7]=[C:6]([NH2:8])[N:5]=[C:4]2[C:3]=1[N:16]=[C:19]([CH3:20])[N:9]2[CH:10]1[CH2:11][CH2:12][O:13][CH2:14][CH2:15]1. The catalyst class is: 15. (2) Reactant: [Cl:1][C:2]1[CH:43]=[CH:42][C:5]([CH2:6][C:7]2[N:8]=[C:9]([C:25]3[C:26]([CH3:41])=[N:27][N:28]4[CH:33]=[CH:32][C:31]([CH:34](OCC)[O:35]CC)=[CH:30][C:29]=34)[S:10][C:11]=2[C:12]2[N:16]=[CH:15][N:14](COCC[Si](C)(C)C)[N:13]=2)=[CH:4][CH:3]=1.Cl.C(O)(=O)C.C([O-])(O)=O.[Na+]. Product: [Cl:1][C:2]1[CH:3]=[CH:4][C:5]([CH2:6][C:7]2[N:8]=[C:9]([C:25]3[C:26]([CH3:41])=[N:27][N:28]4[CH:33]=[CH:32][C:31]([CH:34]=[O:35])=[CH:30][C:29]=34)[S:10][C:11]=2[C:12]2[NH:16][CH:15]=[N:14][N:13]=2)=[CH:42][CH:43]=1. The catalyst class is: 38. (3) Reactant: C(OC([N:8]1[CH2:13][CH2:12][CH:11]([C:14]2[CH:19]=[CH:18][C:17]([NH:20][C:21]([C:23]3[N:24]=[C:25]([C:32]4[CH:37]=[CH:36][CH:35]=[CH:34][CH:33]=4)[O:26][C:27]=3[C:28]([F:31])([F:30])[F:29])=[O:22])=[CH:16][CH:15]=2)[CH2:10][CH2:9]1)=O)(C)(C)C. Product: [NH:8]1[CH2:13][CH2:12][CH:11]([C:14]2[CH:15]=[CH:16][C:17]([NH:20][C:21]([C:23]3[N:24]=[C:25]([C:32]4[CH:37]=[CH:36][CH:35]=[CH:34][CH:33]=4)[O:26][C:27]=3[C:28]([F:29])([F:30])[F:31])=[O:22])=[CH:18][CH:19]=2)[CH2:10][CH2:9]1. The catalyst class is: 557. (4) Reactant: [NH2:1][C:2]1[CH:7]=[CH:6][CH:5]=[CH:4][CH:3]=1.O=[C:9]([CH2:16][CH2:17][CH2:18][CH2:19][CH2:20][CH2:21][CH3:22])[CH2:10][C:11]([O:13][CH2:14][CH3:15])=[O:12].C1(C)C=CC(S(O)(=O)=O)=CC=1. Product: [NH:1]([C:9]([CH2:16][CH2:17][CH2:18][CH2:19][CH2:20][CH2:21][CH3:22])=[CH:10][C:11]([O:13][CH2:14][CH3:15])=[O:12])[C:2]1[CH:7]=[CH:6][CH:5]=[CH:4][CH:3]=1. The catalyst class is: 11.